The task is: Predict which catalyst facilitates the given reaction.. This data is from Catalyst prediction with 721,799 reactions and 888 catalyst types from USPTO. Reactant: Br[C:2]1[CH:7]=[CH:6][C:5]([F:8])=[CH:4][C:3]=1[O:9][C@H:10]([CH2:12][CH:13]=[CH2:14])[CH3:11].CC(O)C.C(=O)=O.[Li]CCCC.[B:27](OC(C)C)([O:32]C(C)C)[O:28]C(C)C.Cl. Product: [F:8][C:5]1[CH:6]=[CH:7][C:2]([B:27]([OH:32])[OH:28])=[C:3]([O:9][C@H:10]([CH2:12][CH:13]=[CH2:14])[CH3:11])[CH:4]=1. The catalyst class is: 134.